Dataset: Reaction yield outcomes from USPTO patents with 853,638 reactions. Task: Predict the reaction yield, written as a fraction of the theoretical maximum amount of product (1.0 means a 100% yield; for example, 0.34 means a 34% yield). The reactants are [NH2:1][C@@H:2]([CH:5]1[CH2:10][CH2:9][N:8]([C:11]([O:13][C:14]([CH3:17])([CH3:16])[CH3:15])=[O:12])[CH2:7][CH2:6]1)[CH2:3][OH:4].C(N(CC)CC)C.[Cl:25][C:26]1[S:30][C:29]([S:31](Cl)(=[O:33])=[O:32])=[CH:28][CH:27]=1. The catalyst is C(Cl)Cl. The product is [C:14]([O:13][C:11]([N:8]1[CH2:7][CH2:6][CH:5]([CH:2]([NH:1][S:31]([C:29]2[S:30][C:26]([Cl:25])=[CH:27][CH:28]=2)(=[O:33])=[O:32])[CH2:3][OH:4])[CH2:10][CH2:9]1)=[O:12])([CH3:17])([CH3:16])[CH3:15]. The yield is 0.580.